This data is from Forward reaction prediction with 1.9M reactions from USPTO patents (1976-2016). The task is: Predict the product of the given reaction. Given the reactants [NH2:1][CH2:2][CH2:3][C:4]1[CH:9]=[CH:8][C:7]([OH:10])=[CH:6][CH:5]=1.[CH3:11][C:12]1([CH3:20])[CH2:18][C:17](=O)[O:16][C:14](=[O:15])[CH2:13]1.C(Cl)Cl.S(Cl)(Cl)=O, predict the reaction product. The product is: [OH:10][C:7]1[CH:8]=[CH:9][C:4]([CH2:3][CH2:2][N:1]2[C:14](=[O:15])[CH2:13][C:12]([CH3:20])([CH3:11])[CH2:18][C:17]2=[O:16])=[CH:5][CH:6]=1.